From a dataset of Reaction yield outcomes from USPTO patents with 853,638 reactions. Predict the reaction yield, written as a fraction of the theoretical maximum amount of product (1.0 means a 100% yield; for example, 0.34 means a 34% yield). (1) The reactants are [CH:1]1([S:4]([C:7]2[CH:12]=[CH:11][C:10]([CH:13]([C:21]3[NH:25][C:24]([C:26]4[N:31]=[CH:30][C:29]([CH:32]=[O:33])=[CH:28][CH:27]=4)=[CH:23][CH:22]=3)[CH2:14][CH:15]3[CH2:20][CH2:19][O:18][CH2:17][CH2:16]3)=[CH:9][CH:8]=2)(=[O:6])=[O:5])[CH2:3][CH2:2]1.[CH3:34][CH2:35][CH2:36][Mg]Br.O. The catalyst is O1CCCC1. The product is [CH:1]1([S:4]([C:7]2[CH:8]=[CH:9][C:10]([CH:13]([C:21]3[NH:25][C:24]([C:26]4[N:31]=[CH:30][C:29]([CH:32]([OH:33])[CH:35]([CH3:36])[CH3:34])=[CH:28][CH:27]=4)=[CH:23][CH:22]=3)[CH2:14][CH:15]3[CH2:16][CH2:17][O:18][CH2:19][CH2:20]3)=[CH:11][CH:12]=2)(=[O:6])=[O:5])[CH2:3][CH2:2]1. The yield is 0.370. (2) The product is [NH2:39][C:38](=[O:48])[CH2:37][N:1]1[CH2:5][CH2:4][CH:3]([C:6]2[CH:7]=[C:8]([NH:12][C:13]([N:15]3[C@@H:21]4[CH2:22][N:18]([CH2:19][CH2:20]4)[C:17]4[CH:23]=[CH:24][C:25]([C:27]5[CH:32]=[CH:31][CH:30]=[C:29]([C:33]([F:35])([F:34])[F:36])[CH:28]=5)=[N:26][C:16]3=4)=[O:14])[CH:9]=[CH:10][CH:11]=2)[CH2:2]1. The yield is 0.880. The catalyst is C(Cl)Cl. The reactants are [NH:1]1[CH2:5][CH2:4][CH:3]([C:6]2[CH:7]=[C:8]([NH:12][C:13]([N:15]3[C@@H:21]4[CH2:22][N:18]([CH2:19][CH2:20]4)[C:17]4[CH:23]=[CH:24][C:25]([C:27]5[CH:32]=[CH:31][CH:30]=[C:29]([C:33]([F:36])([F:35])[F:34])[CH:28]=5)=[N:26][C:16]3=4)=[O:14])[CH:9]=[CH:10][CH:11]=2)[CH2:2]1.[CH3:37][CH2:38][N:39](C(C)C)C(C)C.C(Cl)(=[O:48])C. (3) The reactants are Br[CH2:2][C:3]([C@H:5]1[C@@H:9]2[C@@H:10]3[C@@:23]([CH3:26])([CH2:24][CH2:25][C@@:8]2([C:41]([O:43][Si](C(C)(C)C)(C)C)=[O:42])[CH2:7][CH2:6]1)[C@@:22]1([CH3:27])[C@@H:13]([C@:14]2([CH3:40])[C@@H:19]([CH2:20][CH2:21]1)[C:18]([CH3:29])([CH3:28])[C:17]([C:30]1[CH:35]=[CH:34][C:33]([C:36]([O:38][CH3:39])=[O:37])=[CH:32][CH:31]=1)=[CH:16][CH2:15]2)[CH2:12][CH2:11]3)=[CH2:4].[O:51]1[CH2:56][CH2:55][N:54]([CH2:57][CH2:58][NH2:59])[CH2:53][CH2:52]1. The catalyst is ClCCCl. The product is [CH3:39][O:38][C:36]([C:33]1[CH:34]=[CH:35][C:30]([C:17]2[C:18]([CH3:28])([CH3:29])[C@H:19]3[C@:14]([CH3:40])([CH2:15][CH:16]=2)[C@@H:13]2[C@:22]([CH3:27])([C@@:23]4([CH3:26])[C@H:10]([CH2:11][CH2:12]2)[C@H:9]2[C@H:5]([C:3]([CH2:2][NH:59][CH2:58][CH2:57][N:54]5[CH2:55][CH2:56][O:51][CH2:52][CH2:53]5)=[CH2:4])[CH2:6][CH2:7][C@:8]2([C:41]([OH:43])=[O:42])[CH2:25][CH2:24]4)[CH2:21][CH2:20]3)=[CH:31][CH:32]=1)=[O:37]. The yield is 0.740.